Predict the product of the given reaction. From a dataset of Forward reaction prediction with 1.9M reactions from USPTO patents (1976-2016). (1) The product is: [OH:23][CH2:22][CH2:21][CH2:20][CH2:19][NH:18][C:14](=[O:16])/[CH:13]=[CH:12]/[C:7]1[CH:8]=[CH:9][CH:10]=[CH:11][C:6]=1[S:5][CH2:4][CH2:3][CH:2]([CH3:1])[CH3:17]. Given the reactants [CH3:1][CH:2]([CH3:17])[CH2:3][CH2:4][S:5][C:6]1[CH:11]=[CH:10][CH:9]=[CH:8][C:7]=1/[CH:12]=[CH:13]/[C:14]([OH:16])=O.[NH2:18][CH2:19][CH2:20][CH2:21][CH2:22][OH:23], predict the reaction product. (2) Given the reactants [NH2:1][C:2]1[CH:7]=[CH:6][C:5]([C:8]2[CH:16]=[C:15]3[C:11]([CH2:12][N:13]([C@@H:18]([CH:23]([CH3:25])[CH3:24])[C:19]([O:21][CH3:22])=[O:20])[C:14]3=[O:17])=[CH:10][CH:9]=2)=[CH:4][CH:3]=1.[C:26]1([C:32]2[S:36][C:35]([C:37](OCC)=[O:38])=[N:34][CH:33]=2)[CH:31]=[CH:30][CH:29]=[CH:28][CH:27]=1.C[Al](C)C, predict the reaction product. The product is: [CH3:24][CH:23]([CH3:25])[C@H:18]([N:13]1[CH2:12][C:11]2[C:15](=[CH:16][C:8]([C:5]3[CH:4]=[CH:3][C:2]([NH:1][C:37]([C:35]4[S:36][C:32]([C:26]5[CH:27]=[CH:28][CH:29]=[CH:30][CH:31]=5)=[CH:33][N:34]=4)=[O:38])=[CH:7][CH:6]=3)=[CH:9][CH:10]=2)[C:14]1=[O:17])[C:19]([O:21][CH3:22])=[O:20]. (3) Given the reactants [CH3:1][NH:2][C:3]1[N:8]=[C:7]([N:9]2[CH2:14][CH2:13][N:12]([CH3:15])[CH2:11][CH2:10]2)[N:6]=[C:5]([N:16]2[CH2:21][CH2:20][CH2:19][CH:18]([C:22](O)=[O:23])[CH2:17]2)[N:4]=1.[F:25][C:26]([F:36])([F:35])[C:27]1[CH:32]=[CH:31][CH:30]=[CH:29][C:28]=1[CH2:33][NH2:34].CN(C1C=CC=CN=1)C.CCN=C=NCCCN(C)C, predict the reaction product. The product is: [F:25][C:26]([F:35])([F:36])[C:27]1[CH:32]=[CH:31][CH:30]=[CH:29][C:28]=1[CH2:33][NH:34][C:22]([CH:18]1[CH2:19][CH2:20][CH2:21][N:16]([C:5]2[N:4]=[C:3]([NH:2][CH3:1])[N:8]=[C:7]([N:9]3[CH2:10][CH2:11][N:12]([CH3:15])[CH2:13][CH2:14]3)[N:6]=2)[CH2:17]1)=[O:23]. (4) Given the reactants [Cl:1][C:2]1[CH:3]=[C:4]2[C:8](=[CH:9][C:10]=1[Cl:11])[NH:7][C:6]([Si:12]([CH2:17][CH3:18])([CH2:15][CH3:16])[CH2:13][CH3:14])=[C:5]2[CH2:19][CH2:20]O.C1(P(C2C=CC=CC=2)C2C=CC=CC=2)C=CC=CC=1.[Br:41]C(Br)(Br)Br, predict the reaction product. The product is: [Br:41][CH2:20][CH2:19][C:5]1[C:4]2[C:8](=[CH:9][C:10]([Cl:11])=[C:2]([Cl:1])[CH:3]=2)[NH:7][C:6]=1[Si:12]([CH2:17][CH3:18])([CH2:15][CH3:16])[CH2:13][CH3:14]. (5) Given the reactants [OH:1][C@:2]1([C:30]([F:36])([F:35])[C:31]([F:34])([F:33])[F:32])[C@:18]2([CH3:19])[C@H:5]([C@H:6]3[C:15]([C@@H:16]([C:20]4[CH:25]=[CH:24][C:23]([CH:26]([OH:28])[CH3:27])=[CH:22][CH:21]=4)[CH2:17]2)=[C:14]2[C:9](=[CH:10][C:11](=[O:29])[CH2:12][CH2:13]2)[CH2:8][CH2:7]3)[CH2:4][CH2:3]1.[C:37]([O:41][C:42]([N:44]1[CH2:48][CH2:47][CH2:46][C@H:45]1[C:49](O)=[O:50])=[O:43])([CH3:40])([CH3:39])[CH3:38], predict the reaction product. The product is: [OH:1][C@:2]1([C:30]([F:35])([F:36])[C:31]([F:32])([F:33])[F:34])[C@:18]2([CH3:19])[C@H:5]([C@H:6]3[C:15]([C@@H:16]([C:20]4[CH:21]=[CH:22][C:23]([CH:26]([O:28][C:49]([C@@H:45]5[CH2:46][CH2:47][CH2:48][N:44]5[C:42]([O:41][C:37]([CH3:40])([CH3:39])[CH3:38])=[O:43])=[O:50])[CH3:27])=[CH:24][CH:25]=4)[CH2:17]2)=[C:14]2[C:9](=[CH:10][C:11](=[O:29])[CH2:12][CH2:13]2)[CH2:8][CH2:7]3)[CH2:4][CH2:3]1.